Dataset: Full USPTO retrosynthesis dataset with 1.9M reactions from patents (1976-2016). Task: Predict the reactants needed to synthesize the given product. (1) Given the product [C:17]12([CH2:16][CH2:15][O:14][CH2:13][CH2:12][O:11][CH2:10][CH2:9][NH2:6])[CH2:26][CH:21]3[CH2:20][CH:19]([CH2:25][CH:23]([CH2:22]3)[CH2:24]1)[CH2:18]2, predict the reactants needed to synthesize it. The reactants are: C1COCC1.[N:6]([CH2:9][CH2:10][O:11][CH2:12][CH2:13][O:14][CH2:15][CH2:16][C:17]12[CH2:26][CH:21]3[CH2:22][CH:23]([CH2:25][CH:19]([CH2:20]3)[CH2:18]1)[CH2:24]2)=[N+]=[N-].C1(P(C2C=CC=CC=2)C2C=CC=CC=2)C=CC=CC=1. (2) Given the product [NH2:1][C:2]1[CH:9]=[CH:8][C:7]([C:17]2[CH:22]=[CH:21][CH:20]=[CH:19][CH:18]=2)=[CH:6][C:3]=1[C:4]#[N:5], predict the reactants needed to synthesize it. The reactants are: [NH2:1][C:2]1[CH:9]=[CH:8][C:7](Br)=[CH:6][C:3]=1[C:4]#[N:5].C(=O)([O-])[O-].[Na+].[Na+].[C:17]1(B(O)O)[CH:22]=[CH:21][CH:20]=[CH:19][CH:18]=1.C(OCC)(=O)C. (3) Given the product [C:22]([O:25][CH2:26][C:27]([NH:8][C:5]1[CH:6]=[N:7][C:2]([Br:1])=[CH:3][C:4]=1[NH:9][CH:10]([CH2:12][CH2:13][CH3:14])[CH3:11])=[O:28])(=[O:24])[CH3:23], predict the reactants needed to synthesize it. The reactants are: [Br:1][C:2]1[N:7]=[CH:6][C:5]([NH2:8])=[C:4]([NH:9][CH:10]([CH2:12][CH2:13][CH3:14])[CH3:11])[CH:3]=1.C(N(CC)CC)C.[C:22]([O:25][CH2:26][C:27](Cl)=[O:28])(=[O:24])[CH3:23]. (4) Given the product [OH:8][C:9]1[CH:36]=[CH:35][C:34]([N:37]2[CH2:38][CH2:39][N:40]([CH3:43])[CH2:41][CH2:42]2)=[CH:33][C:10]=1[C:11]([NH:13][C:14]1[CH:26]=[C:25]([C:27]2[CH:32]=[CH:31][CH:30]=[CH:29][CH:28]=2)[CH:24]=[CH:23][C:15]=1[C:16]([O:18][C:19]([CH3:22])([CH3:21])[CH3:20])=[O:17])=[O:12], predict the reactants needed to synthesize it. The reactants are: C([O:8][C:9]1[CH:36]=[CH:35][C:34]([N:37]2[CH2:42][CH2:41][N:40]([CH3:43])[CH2:39][CH2:38]2)=[CH:33][C:10]=1[C:11]([NH:13][C:14]1[CH:26]=[C:25]([C:27]2[CH:32]=[CH:31][CH:30]=[CH:29][CH:28]=2)[CH:24]=[CH:23][C:15]=1[C:16]([O:18][C:19]([CH3:22])([CH3:21])[CH3:20])=[O:17])=[O:12])C1C=CC=CC=1.C(Cl)(Cl)Cl. (5) The reactants are: [CH3:1][CH:2]([O:4][C:5]([C:7]1[C:8]([N:13]2[CH2:18][CH2:17][NH:16][CH2:15][CH2:14]2)=[N:9][CH:10]=[CH:11][CH:12]=1)=[O:6])[CH3:3].[N+](C1C=CC(C[N:16]2[CH2:15][CH2:14][N:13]([C:8]3[C:7]([C:5]([O:4][CH:2]([CH3:1])[CH3:3])=[O:6])=[CH:12][CH:11]=[CH:10][N:9]=3)[CH2:18][CH2:17]2)=CC=1)([O-])=O.[CH:47]([C:49]1[CH:57]=[CH:56][C:52]([C:53]([OH:55])=[O:54])=[CH:51][CH:50]=1)=O. Given the product [CH3:3][CH:2]([O:4][C:5]([C:7]1[C:8]([N:13]2[CH2:14][CH2:15][N:16]([CH2:47][C:49]3[CH:57]=[CH:56][C:52]([C:53]([OH:55])=[O:54])=[CH:51][CH:50]=3)[CH2:17][CH2:18]2)=[N:9][CH:10]=[CH:11][CH:12]=1)=[O:6])[CH3:1], predict the reactants needed to synthesize it. (6) Given the product [C:1]([N:22]1[CH2:23][CH2:24][CH:19]([C:13]2[CH:18]=[CH:17][CH:16]=[CH:15][CH:14]=2)[CH2:20][CH2:21]1)(=[O:12])/[CH:2]=[CH:3]/[CH2:4][CH2:5][CH2:6][CH2:7][CH2:8][CH2:9][CH3:10], predict the reactants needed to synthesize it. The reactants are: [C:1]([OH:12])(=O)/[CH:2]=[CH:3]/[CH2:4][CH2:5][CH2:6][CH2:7][CH2:8][CH2:9][CH3:10].[C:13]1([CH:19]2[CH2:24][CH2:23][NH:22][CH2:21][CH2:20]2)[CH:18]=[CH:17][CH:16]=[CH:15][CH:14]=1.